Dataset: Catalyst prediction with 721,799 reactions and 888 catalyst types from USPTO. Task: Predict which catalyst facilitates the given reaction. (1) Reactant: [Br:1][C:2]1[CH:7]=[CH:6][C:5]([CH:8]([NH:21][C:22](=[O:31])[C:23]2[CH:28]=[CH:27][C:26]([F:29])=[C:25]([F:30])[CH:24]=2)[C:9]([C@@H:11]2[CH2:16][CH2:15][CH2:14][CH2:13][C@H:12]2[C:17]([O:19][CH3:20])=[O:18])=O)=[CH:4][CH:3]=1. Product: [Br:1][C:2]1[CH:7]=[CH:6][C:5]([C:8]2[N:21]=[C:22]([C:23]3[CH:28]=[CH:27][C:26]([F:29])=[C:25]([F:30])[CH:24]=3)[O:31][C:9]=2[C@@H:11]2[CH2:16][CH2:15][CH2:14][CH2:13][C@H:12]2[C:17]([O:19][CH3:20])=[O:18])=[CH:4][CH:3]=1. The catalyst class is: 265. (2) Reactant: Cl[C:2]1[N:3]=[CH:4][C:5]2[CH2:6][CH2:7][CH2:8][C:9]3([C:15](=[O:16])[N:14]([CH3:17])[C:13](=[O:18])[NH:12]3)[C:10]=2[CH:11]=1.[Cl:19][C:20]1[CH:21]=[C:22](B(O)O)[CH:23]=[CH:24][CH:25]=1.C(=O)([O-])[O-].[Na+].[Na+].O1CCOCC1. Product: [Cl:19][C:20]1[CH:25]=[C:24]([C:2]2[N:3]=[CH:4][C:5]3[CH2:6][CH2:7][CH2:8][C:9]4([C:15](=[O:16])[N:14]([CH3:17])[C:13](=[O:18])[NH:12]4)[C:10]=3[CH:11]=2)[CH:23]=[CH:22][CH:21]=1. The catalyst class is: 140. (3) Reactant: CC(N(C)C)=O.[Br:7][C:8]1[N:9]=[C:10]([S:17][CH3:18])[C:11]2[N:12]([CH:14]=[CH:15][N:16]=2)[CH:13]=1.C1C(=O)N([I:26])C(=O)C1.O. Product: [Br:7][C:8]1[N:9]=[C:10]([S:17][CH3:18])[C:11]2[N:12]([C:14]([I:26])=[CH:15][N:16]=2)[CH:13]=1. The catalyst class is: 13. (4) Reactant: [CH2:1]([N:9]([C:18]1[CH:23]=[CH:22][C:21]([C:24]2[CH:30]=[CH:29][C:27]([NH2:28])=[CH:26][CH:25]=2)=[CH:20][CH:19]=1)[CH2:10][CH2:11][CH2:12][CH2:13][CH2:14][CH2:15][CH2:16][CH3:17])[CH2:2][CH2:3][CH2:4][CH2:5][CH2:6][CH2:7][CH3:8].[Cl:31][C:32]1[CH:40]=[CH:39][C:38]([N+:41]([O-:43])=[O:42])=[CH:37][C:33]=1[C:34](Cl)=[O:35].[ClH:44].O1CCOCC1. Product: [ClH:31].[CH2:1]([N:9]([C:18]1[CH:19]=[CH:20][C:21]([C:24]2[CH:30]=[CH:29][C:27]([NH:28][C:34]([C:33]3[CH:37]=[C:38]([N+:41]([O-:43])=[O:42])[CH:39]=[CH:40][C:32]=3[Cl:31])=[O:35])=[CH:26][CH:25]=2)=[CH:22][CH:23]=1)[CH2:10][CH2:11][CH2:12][CH2:13][CH2:14][CH2:15][CH2:16][CH3:17])[CH2:2][CH2:3][CH2:4][CH2:5][CH2:6][CH2:7][CH3:8].[ClH:44]. The catalyst class is: 44. (5) Reactant: [N:1]([C:4]1[CH:9]=[CH:8][CH:7]=[CH:6][CH:5]=1)=[C:2]=S.[Cl:10][C:11]1[CH:12]=[C:13]([CH:29]=[CH:30][C:31]=1[Cl:32])[CH2:14][N:15]1[CH2:20][CH2:19][CH:18]([NH:21][C:22](=[O:28])[CH2:23][C:24]([NH:26][NH2:27])=[O:25])[CH2:17][CH2:16]1. Product: [Cl:10][C:11]1[CH:12]=[C:13]([CH:29]=[CH:30][C:31]=1[Cl:32])[CH2:14][N:15]1[CH2:16][CH2:17][CH:18]([NH:21][C:22](=[O:28])[CH2:23][C:24]2[O:25][C:2]([NH:1][C:4]3[CH:9]=[CH:8][CH:7]=[CH:6][CH:5]=3)=[N:27][N:26]=2)[CH2:19][CH2:20]1. The catalyst class is: 9. (6) Reactant: O.[NH2:2][NH2:3].C(O)(=O)C.O=[CH:9][CH:10]([C:13]1[S:14][CH:15]=[CH:16][CH:17]=1)[C:11]#[N:12]. Product: [S:14]1[CH:15]=[CH:16][CH:17]=[C:13]1[C:10]1[CH:9]=[N:3][NH:2][C:11]=1[NH2:12]. The catalyst class is: 8. (7) Product: [F:20][C:21]1[CH:28]=[CH:27][C:24]([CH2:25][CH:8]([C:9](=[O:10])[CH3:11])[C:7]([O:13][CH3:14])=[O:12])=[CH:23][CH:22]=1. The catalyst class is: 7. Reactant: CC(C)([O-])C.[K+].[C:7]([O:13][CH3:14])(=[O:12])[CH2:8][C:9]([CH3:11])=[O:10].C(O)(C)(C)C.[F:20][C:21]1[CH:28]=[CH:27][C:24]([CH2:25]Br)=[CH:23][CH:22]=1. (8) Reactant: [CH2:1]([O:3][P:4]([CH2:9][CH2:10][O:11][CH2:12][CH2:13][O:14][CH2:15][CH2:16][O:17][CH2:18][C@@H:19]([NH:21]C(=O)OC(C)(C)C)[CH3:20])([O:6][CH2:7][CH3:8])=[O:5])[CH3:2]. Product: [NH2:21][C@@H:19]([CH3:20])[CH2:18][O:17][CH2:16][CH2:15][O:14][CH2:13][CH2:12][O:11][CH2:10][CH2:9][P:4](=[O:5])([O:3][CH2:1][CH3:2])[O:6][CH2:7][CH3:8]. The catalyst class is: 89. (9) The catalyst class is: 30. Product: [Cl:15][C:16]1[CH:21]=[CH:20][C:19]([C@@H:22]2[O:28][CH2:27][CH2:26][N:25]([C:29]([O:31][C:32]([CH3:34])([CH3:33])[CH3:35])=[O:30])[CH2:24][C@@H:23]2[O:36][C:58]2[C:63]([C:64]#[N:65])=[CH:62][CH:61]=[CH:60][N:59]=2)=[CH:18][C:17]=1[F:37]. Reactant: N(C(OC(C)C)=O)=NC(OC(C)C)=O.[Cl:15][C:16]1[CH:21]=[CH:20][C:19]([C@@H:22]2[O:28][CH2:27][CH2:26][N:25]([C:29]([O:31][C:32]([CH3:35])([CH3:34])[CH3:33])=[O:30])[CH2:24][C@H:23]2[OH:36])=[CH:18][C:17]=1[F:37].C1(P(C2C=CC=CC=2)C2C=CC=CC=2)C=CC=CC=1.O=[C:58]1[C:63]([C:64]#[N:65])=[CH:62][CH:61]=[CH:60][NH:59]1.